From a dataset of Full USPTO retrosynthesis dataset with 1.9M reactions from patents (1976-2016). Predict the reactants needed to synthesize the given product. (1) Given the product [CH2:33]([C:35]1[C:36](=[O:37])[N:9]([CH2:10][CH2:11][C:12]2[CH:17]=[CH:16][CH:15]=[C:14]([F:18])[CH:13]=2)[C:8]([C:4]2[CH:5]=[CH:6][CH:7]=[C:2]([F:1])[C:3]=2[O:20][CH2:21][C:22]2[CH:23]=[CH:24][CH:25]=[CH:26][CH:27]=2)=[N:19][C:39]=1[OH:40])[CH3:34], predict the reactants needed to synthesize it. The reactants are: [F:1][C:2]1[C:3]([O:20][CH2:21][C:22]2[CH:27]=[CH:26][CH:25]=[CH:24][CH:23]=2)=[C:4]([C:8](=[NH:19])[NH:9][CH2:10][CH2:11][C:12]2[CH:17]=[CH:16][CH:15]=[C:14]([F:18])[CH:13]=2)[CH:5]=[CH:6][CH:7]=1.C1COCC1.[CH2:33]([CH:35]([C:39](Cl)=[O:40])[C:36](Cl)=[O:37])[CH3:34]. (2) Given the product [CH3:21][C:22]1[C:5]([CH3:7])=[C:4]([C:8]2[CH:9]=[C:10]([CH:15]=[CH:16][C:17]=2[CH3:18])[C:11]([O:13][CH3:14])=[O:12])[NH:3][N:23]=1, predict the reactants needed to synthesize it. The reactants are: CC1[NH:3][C:4]([C:8]2[CH:9]=[C:10]([CH:15]=[CH:16][C:17]=2[CH3:18])[C:11]([O:13][CH3:14])=[O:12])=[C:5]([CH3:7])N=1.IC1N[N:23]=[C:22](C)[C:21]=1C.IC1NC(C)=NC=1C.